Task: Predict the product of the given reaction.. Dataset: Forward reaction prediction with 1.9M reactions from USPTO patents (1976-2016) (1) The product is: [C:1]([C:3]1[CH:15]=[CH:14][C:6]2[S:7][C:8]([C:10]([OH:12])=[O:11])=[CH:9][C:5]=2[CH:4]=1)#[N:2]. Given the reactants [C:1]([C:3]1[CH:15]=[CH:14][C:6]2[S:7][C:8]([C:10]([O:12]C)=[O:11])=[CH:9][C:5]=2[CH:4]=1)#[N:2].O.[OH-].[Li+].CO, predict the reaction product. (2) Given the reactants [C:1]([O:5][C:6]([N:8]([O:26][C:27]([O:29][C:30]([CH3:33])([CH3:32])[CH3:31])=[O:28])[C:9]1([CH3:25])[C:13](=[O:14])[N:12]([CH3:15])[N:11]=[C:10]1[C:16]1[CH:21]=[CH:20][C:19]([S:22]([CH3:24])=[O:23])=[CH:18][CH:17]=1)=[O:7])([CH3:4])([CH3:3])[CH3:2].[O-2].[Mg+2].[F:36][C:37]([F:42])([F:41])[C:38]([NH2:40])=[O:39].C(OI(OC(=O)C)C1C=CC=CC=1)(=O)C, predict the reaction product. The product is: [C:1]([O:5][C:6]([N:8]([O:26][C:27]([O:29][C:30]([CH3:33])([CH3:32])[CH3:31])=[O:28])[C:9]1([CH3:25])[C:13](=[O:14])[N:12]([CH3:15])[N:11]=[C:10]1[C:16]1[CH:21]=[CH:20][C:19]([S:22]([CH3:24])(=[O:23])=[N:40][C:38](=[O:39])[C:37]([F:42])([F:41])[F:36])=[CH:18][CH:17]=1)=[O:7])([CH3:4])([CH3:2])[CH3:3]. (3) Given the reactants [CH3:1][CH:2]1[CH2:6][CH2:5][CH2:4][N:3]1[C:7]1[C:8]([C:21]2[CH:26]=[CH:25][CH:24]=[CH:23][CH:22]=2)=[N:9][C:10]2[C:15]([N:16]=1)=[CH:14][C:13]([C:17]([O:19]C)=[O:18])=[CH:12][CH:11]=2.[OH-].[Na+], predict the reaction product. The product is: [CH3:1][CH:2]1[CH2:6][CH2:5][CH2:4][N:3]1[C:7]1[C:8]([C:21]2[CH:26]=[CH:25][CH:24]=[CH:23][CH:22]=2)=[N:9][C:10]2[C:15]([N:16]=1)=[CH:14][C:13]([C:17]([OH:19])=[O:18])=[CH:12][CH:11]=2. (4) Given the reactants [Cl:1][C:2]1[CH:3]=[CH:4][C:5]([O:18][CH2:19][CH:20]([CH3:22])[CH3:21])=[C:6]([CH2:8][C:9]2[N:14]=[C:13]([C:15]([NH2:17])=O)[CH:12]=[CH:11][CH:10]=2)[CH:7]=1.[OH-].[Na+], predict the reaction product. The product is: [Cl:1][C:2]1[CH:3]=[CH:4][C:5]([O:18][CH2:19][CH:20]([CH3:22])[CH3:21])=[C:6]([CH2:8][C:9]2[N:14]=[C:13]([C:15]#[N:17])[CH:12]=[CH:11][CH:10]=2)[CH:7]=1. (5) Given the reactants F[C:2]1[C:11]2[O:10][CH:9]([C:12]([NH2:14])=[O:13])[CH2:8][NH:7][C:6]=2[CH:5]=[CH:4][CH:3]=1.[Cl:15]C1C2OCCNC=2C=CC=1.CCC([O-])=O, predict the reaction product. The product is: [Cl:15][C:2]1[C:11]2[O:10][CH:9]([C:12]([NH2:14])=[O:13])[CH2:8][NH:7][C:6]=2[CH:5]=[CH:4][CH:3]=1. (6) The product is: [O:24]1[C:28]2[CH:29]=[CH:30][CH:31]=[CH:32][C:27]=2[CH:26]=[C:25]1[C:2]1[S:22][C:5]2=[N:6][C:7]([CH3:21])=[CH:8][C:9]([NH:10][S:11]([C:14]3[CH:19]=[CH:18][CH:17]=[C:16]([Cl:20])[CH:15]=3)(=[O:13])=[O:12])=[C:4]2[C:3]=1[CH3:23]. Given the reactants Br[C:2]1[S:22][C:5]2=[N:6][C:7]([CH3:21])=[CH:8][C:9]([NH:10][S:11]([C:14]3[CH:19]=[CH:18][CH:17]=[C:16]([Cl:20])[CH:15]=3)(=[O:13])=[O:12])=[C:4]2[C:3]=1[CH3:23].[O:24]1[C:28]2[CH:29]=[CH:30][CH:31]=[CH:32][C:27]=2[CH:26]=[C:25]1B(O)O.C(=O)([O-])[O-].[K+].[K+], predict the reaction product. (7) Given the reactants [N+:1]([C:4]1[CH:5]=[CH:6][C:7]([O:25][CH2:26][CH2:27][CH3:28])=[C:8]([C:10]2[O:11][C:12]3[CH:18]=[CH:17][C:16]([C:19]4[CH:24]=[CH:23][CH:22]=[CH:21][CH:20]=4)=[CH:15][C:13]=3[N:14]=2)[CH:9]=1)([O-])=O.[CH:29]1[C:34]([C:35]([OH:37])=[O:36])=[CH:33][C:32]2[C:38]([O:40][C:41](=O)[C:31]=2[CH:30]=1)=[O:39], predict the reaction product. The product is: [CH2:26]([O:25][C:7]1[C:8]([C:10]2[O:11][C:12]3[CH:18]=[CH:17][C:16]([C:19]4[CH:24]=[CH:23][CH:22]=[CH:21][CH:20]=4)=[CH:15][C:13]=3[N:14]=2)=[CH:9][C:4]([N:1]2[C:38](=[O:39])[C:32]3[C:31](=[CH:30][CH:29]=[C:34]([C:35]([OH:37])=[O:36])[CH:33]=3)[C:41]2=[O:40])=[CH:5][CH:6]=1)[CH2:27][CH3:28]. (8) Given the reactants [NH2:1][CH2:2][C:3]1[C:4]([F:22])=[C:5]([O:12][C:13]2[CH:14]=[C:15]([CH:18]=[C:19]([Cl:21])[CH:20]=2)[C:16]#[N:17])[C:6]([CH:9]([F:11])[F:10])=[CH:7][CH:8]=1.[Cl:23][C:24]1[N:25]=[CH:26][N:27](COCC[Si](C)(C)C)[C:28]=1[C:29](O)=[O:30].C(Cl)CCl.C1C=CC2N(O)N=NC=2C=1.C([O-])(O)=O.[Na+].C(O)(C(F)(F)F)=O, predict the reaction product. The product is: [Cl:23][C:24]1[N:25]=[CH:26][NH:27][C:28]=1[C:29]([NH:1][CH2:2][C:3]1[CH:8]=[CH:7][C:6]([CH:9]([F:11])[F:10])=[C:5]([O:12][C:13]2[CH:14]=[C:15]([C:16]#[N:17])[CH:18]=[C:19]([Cl:21])[CH:20]=2)[C:4]=1[F:22])=[O:30]. (9) Given the reactants [Cl:1][C:2]1[CH:3]=[C:4]([CH:31]=[CH:32][CH:33]=1)[CH2:5][NH:6][C:7]([C:9]1[N:10]([CH2:25][CH:26]([O:29][CH3:30])[O:27][CH3:28])[CH:11]=[C:12](Br)[C:13](=[O:23])[C:14]=1[O:15][CH2:16][C:17]1[CH:22]=[CH:21][CH:20]=[CH:19][CH:18]=1)=[O:8].C([Sn](F)(CCCC)CCCC)CCC.[Si]([O:55][CH:56]([O:58][CH3:59])[CH3:57])(C(C)(C)C)(C)C.C(=O)([O-])O.[Na+], predict the reaction product. The product is: [CH3:59][O:58][C:56](=[O:55])[CH2:57][C:12]1[C:13](=[O:23])[C:14]([O:15][CH2:16][C:17]2[CH:22]=[CH:21][CH:20]=[CH:19][CH:18]=2)=[C:9]([C:7](=[O:8])[NH:6][CH2:5][C:4]2[CH:31]=[CH:32][CH:33]=[C:2]([Cl:1])[CH:3]=2)[N:10]([CH2:25][CH:26]([O:29][CH3:30])[O:27][CH3:28])[CH:11]=1. (10) Given the reactants [C:1]([O:4][CH2:5][CH3:6])(=[O:3])C.[C:7]([O:11][C:12]([O:14][C@@H:15]1[C@@H:19]([CH2:20][O:21][C:22]([O:24][C:25]([CH3:28])([CH3:27])[CH3:26])=[O:23])[O:18][C@@H:17]([N:29]2[CH:36]=[CH:35][C:33]([NH2:34])=[N:32][C:30]2=[O:31])[C:16]1([F:38])[F:37])=[O:13])([CH3:10])([CH3:9])[CH3:8].[N+:39]([C:42]1[S:46][C:45]([CH2:47][OH:48])=[CH:44][CH:43]=1)([O-:41])=[O:40].[C:49](Cl)(Cl)=[O:50], predict the reaction product. The product is: [C:7]([O:11][C:12]([O:14][C@@H:15]1[C@@H:19]([CH2:20][O:21][C:22]([O:24][C:25]([CH3:28])([CH3:27])[CH3:26])=[O:23])[O:18][C@@H:17]([N:29]2[CH:36]=[CH:35][C:33]([NH:34][C:1]([O:4][CH2:5][C:6]3[S:46][C:42]([N+:39]([O-:41])=[O:40])=[CH:43][CH:44]=3)=[O:3])=[N:32][C:30]2=[O:31])[C:16]1([F:37])[F:38])=[O:13])([CH3:8])([CH3:9])[CH3:10].[N+:39]([C:42]1[S:46][C:45]([CH2:47][O:48][C:49]([NH:34][C:33]2[CH:35]=[CH:36][N:29]([C@@H:17]3[O:18][C@H:19]([CH2:20][OH:21])[C@@H:15]([OH:14])[C:16]3([F:37])[F:38])[C:30](=[O:31])[N:32]=2)=[O:50])=[CH:44][CH:43]=1)([O-:41])=[O:40].